Dataset: NCI-60 drug combinations with 297,098 pairs across 59 cell lines. Task: Regression. Given two drug SMILES strings and cell line genomic features, predict the synergy score measuring deviation from expected non-interaction effect. (1) Drug 1: CC(C1=C(C=CC(=C1Cl)F)Cl)OC2=C(N=CC(=C2)C3=CN(N=C3)C4CCNCC4)N. Drug 2: CC1CCC2CC(C(=CC=CC=CC(CC(C(=O)C(C(C(=CC(C(=O)CC(OC(=O)C3CCCCN3C(=O)C(=O)C1(O2)O)C(C)CC4CCC(C(C4)OC)OCCO)C)C)O)OC)C)C)C)OC. Cell line: HCT-15. Synergy scores: CSS=12.7, Synergy_ZIP=-2.61, Synergy_Bliss=-0.473, Synergy_Loewe=-15.6, Synergy_HSA=-0.871. (2) Drug 2: CC(C)CN1C=NC2=C1C3=CC=CC=C3N=C2N. Drug 1: C1=NC(=NC(=O)N1C2C(C(C(O2)CO)O)O)N. Synergy scores: CSS=23.6, Synergy_ZIP=-9.25, Synergy_Bliss=-5.78, Synergy_Loewe=-3.09, Synergy_HSA=-3.21. Cell line: NCI-H226. (3) Drug 1: CCN(CC)CCNC(=O)C1=C(NC(=C1C)C=C2C3=C(C=CC(=C3)F)NC2=O)C. Drug 2: CCN(CC)CCCC(C)NC1=C2C=C(C=CC2=NC3=C1C=CC(=C3)Cl)OC. Cell line: K-562. Synergy scores: CSS=15.7, Synergy_ZIP=-9.10, Synergy_Bliss=-5.49, Synergy_Loewe=-16.8, Synergy_HSA=-5.41. (4) Drug 1: CN1CCC(CC1)COC2=C(C=C3C(=C2)N=CN=C3NC4=C(C=C(C=C4)Br)F)OC. Drug 2: CC(C)NC(=O)C1=CC=C(C=C1)CNNC.Cl. Cell line: HCT-15. Synergy scores: CSS=4.28, Synergy_ZIP=-2.91, Synergy_Bliss=-3.22, Synergy_Loewe=-16.6, Synergy_HSA=-6.69.